From a dataset of Reaction yield outcomes from USPTO patents with 853,638 reactions. Predict the reaction yield, written as a fraction of the theoretical maximum amount of product (1.0 means a 100% yield; for example, 0.34 means a 34% yield). (1) The reactants are [Cl:1][C:2]1[CH:3]=[C:4]([CH:7]=[CH:8][C:9]=1[CH2:10][NH:11][C:12]1[CH:17]=[CH:16][CH:15]=[CH:14][N:13]=1)[CH:5]=O.[C:18]([O-])([O-])=O.[K+].[K+]. The catalyst is O1CCOCC1.[Br-].C[P+](C1C=CC=CC=1)(C1C=CC=CC=1)C1C=CC=CC=1. The product is [Cl:1][C:2]1[CH:3]=[C:4]([CH:5]=[CH2:18])[CH:7]=[CH:8][C:9]=1[CH2:10][NH:11][C:12]1[CH:17]=[CH:16][CH:15]=[CH:14][N:13]=1. The yield is 0.500. (2) The reactants are [CH3:1][C:2]1[CH:7]=[CH:6][C:5]([S:8][C:9]2[CH:17]=[CH:16][C:12]([C:13](N)=[O:14])=[CH:11][CH:10]=2)=[C:4]([N+:18]([O-:20])=[O:19])[CH:3]=1.B#B.CCOCC.O. The catalyst is C1COCC1. The product is [CH3:1][C:2]1[CH:7]=[CH:6][C:5]([S:8][C:9]2[CH:10]=[CH:11][C:12]([CH2:13][OH:14])=[CH:16][CH:17]=2)=[C:4]([N+:18]([O-:20])=[O:19])[CH:3]=1. The yield is 0.820. (3) The reactants are [OH:1][C:2]1[CH:11]=[CH:10][C:5]2[NH:6][C:7](=[O:9])[O:8][C:4]=2[CH:3]=1.[CH2:12]1[CH2:17][O:16][CH:15]=[CH:14][CH2:13]1.CC1C=CC(S([O-])(=O)=O)=CC=1.C1C=C[NH+]=CC=1. The catalyst is CN(C=O)C.C(Cl)Cl.C(Cl)Cl. The product is [O:16]1[CH2:17][CH2:12][CH2:13][CH2:14][CH:15]1[O:1][C:2]1[CH:11]=[CH:10][C:5]2[NH:6][C:7](=[O:9])[O:8][C:4]=2[CH:3]=1. The yield is 0.380. (4) The reactants are Cl[C:2]1[CH:3]=[CH:4][C:5]2[O:14][CH2:13][CH2:12][C:11]3[CH:10]=[C:9]([C:15]4[N:16]([C:20]5[CH:25]=[CH:24][C:23]([F:26])=[CH:22][C:21]=5[F:27])[N:17]=[CH:18][N:19]=4)[S:8][C:7]=3[C:6]=2[N:28]=1.[CH2:29]([NH2:37])[CH2:30][C:31]1[CH:36]=[CH:35][CH:34]=[CH:33][CH:32]=1.C(N1CCN2CCN(CCCC)P1N(CCCC)CC2)CCC.CC(C)([O-])C. The catalyst is O1CCOCC1.CC([O-])=O.CC([O-])=O.[Pd+2]. The product is [F:27][C:21]1[CH:22]=[C:23]([F:26])[CH:24]=[CH:25][C:20]=1[N:16]1[C:15]([C:9]2[S:8][C:7]3[C:6]4[N:28]=[C:2]([NH:37][CH2:29][CH2:30][C:31]5[CH:36]=[CH:35][CH:34]=[CH:33][CH:32]=5)[CH:3]=[CH:4][C:5]=4[O:14][CH2:13][CH2:12][C:11]=3[CH:10]=2)=[N:19][CH:18]=[N:17]1. The yield is 0.250. (5) The reactants are NS(N)(=O)=O.Cl[CH2:7][CH2:8][CH2:9][S:10]([N:13]1[CH2:18][CH2:17][CH:16]([C:19]2[C:27]3[C:22](=[C:23]([C:33]([NH2:35])=[O:34])[CH:24]=[C:25]([C:28]4[CH:32]=[CH:31][S:30][CH:29]=4)[CH:26]=3)[NH:21][CH:20]=2)[CH2:15][CH2:14]1)(=[O:12])=[O:11].[CH3:36][N:37]1[CH2:42][CH2:41][NH:40][CH2:39][CH2:38]1.C([O-])([O-])=O.[K+].[K+]. No catalyst specified. The product is [CH3:36][N:37]1[CH2:42][CH2:41][N:40]([CH2:7][CH2:8][CH2:9][S:10]([N:13]2[CH2:18][CH2:17][CH:16]([C:19]3[C:27]4[C:22](=[C:23]([C:33]([NH2:35])=[O:34])[CH:24]=[C:25]([C:28]5[CH:32]=[CH:31][S:30][CH:29]=5)[CH:26]=4)[NH:21][CH:20]=3)[CH2:15][CH2:14]2)(=[O:12])=[O:11])[CH2:39][CH2:38]1. The yield is 0.172. (6) The reactants are [Li]C(C)(C)C.[CH2:6]([O:13][C:14]1[CH:19]=[CH:18][C:17]([O:20][CH2:21][O:22][CH3:23])=[CH:16][N:15]=1)[C:7]1[CH:12]=[CH:11][CH:10]=[CH:9][CH:8]=1.[I:24]I. The catalyst is C1COCC1. The product is [CH2:6]([O:13][C:14]1[CH:19]=[C:18]([I:24])[C:17]([O:20][CH2:21][O:22][CH3:23])=[CH:16][N:15]=1)[C:7]1[CH:12]=[CH:11][CH:10]=[CH:9][CH:8]=1. The yield is 0.480.